From a dataset of HIV replication inhibition screening data with 41,000+ compounds from the AIDS Antiviral Screen. Binary Classification. Given a drug SMILES string, predict its activity (active/inactive) in a high-throughput screening assay against a specified biological target. (1) The drug is O=C(O)CC1OCC=C2CN3CCC45c6ccccc6NC4C1C2CC35. The result is 0 (inactive). (2) The molecule is c1ccc2c3nnc(c2c1)SCCCSc1nnc(c2ccccc12)SCCCS3. The result is 0 (inactive). (3) The drug is CCOC(=O)c1ccc(Nc2nc3ccccc3nc2C(=O)OCC)cc1. The result is 0 (inactive). (4) The compound is O=C(Nc1ccccc1)N1CCNC1=S. The result is 1 (active). (5) The drug is Cn1c(N)c(N=O)c(=O)n(C)c1=S. The result is 0 (inactive). (6) The drug is CCN1c2cc(Br)cc3[nH]c(=S)n(c23)CCC1C. The result is 1 (active). (7) The compound is CC(C)=CC(=O)N(C)C1C2CN3CCC(O2)C13. The result is 0 (inactive). (8) The compound is COc1ccc(C(C#N)NC23CC4CC(CC(C4)C2)C3)cc1. The result is 0 (inactive).